Dataset: Catalyst prediction with 721,799 reactions and 888 catalyst types from USPTO. Task: Predict which catalyst facilitates the given reaction. (1) Reactant: [NH2:1][C:2]([CH3:7])([CH2:5][OH:6])[CH2:3][OH:4].[CH:8](=O)[C:9]1[CH:14]=[CH:13][CH:12]=[CH:11][CH:10]=1. Product: [CH3:7][C:2](/[N:1]=[CH:8]/[C:9]1[CH:14]=[CH:13][CH:12]=[CH:11][CH:10]=1)([CH2:5][OH:6])[CH2:3][OH:4]. The catalyst class is: 13. (2) Reactant: [CH3:1][O:2][C:3]1[CH:4]=[CH:5][C:6]2[S:10][C:9](=[O:11])[NH:8][C:7]=2[CH:12]=1.[N+:13]([O-])([OH:15])=[O:14]. The catalyst class is: 65. Product: [CH3:1][O:2][C:3]1[C:4]([N+:13]([O-:15])=[O:14])=[CH:5][C:6]2[S:10][C:9](=[O:11])[NH:8][C:7]=2[CH:12]=1. (3) Reactant: [OH:1][C:2]1[CH:12]=[CH:11][C:5]([CH:6]=[CH:7][C:8]([OH:10])=O)=[CH:4][CH:3]=1.Cl.[NH2:14][CH2:15][CH2:16][C:17]1[C:25]2[C:20](=[CH:21][CH:22]=[CH:23][CH:24]=2)[NH:19][CH:18]=1.C(Cl)CCl.C(OCC)(=O)C. Product: [NH:19]1[C:20]2[C:25](=[CH:24][CH:23]=[CH:22][CH:21]=2)[C:17]([CH2:16][CH2:15][NH:14][C:8](=[O:10])/[CH:7]=[CH:6]/[C:5]2[CH:4]=[CH:3][C:2]([OH:1])=[CH:12][CH:11]=2)=[CH:18]1. The catalyst class is: 81. (4) Reactant: [C:1]([C:5]1[CH:6]=[C:7]([NH:30][S:31]([CH3:34])(=[O:33])=[O:32])[C:8]([O:28][CH3:29])=[C:9]([NH:11][C:12]([C:14]2[N:15]([CH3:27])[C:16]3[C:21]([CH:22]=2)=[CH:20][CH:19]=[CH:18][C:17]=3[C:23](OC)=[O:24])=[O:13])[CH:10]=1)([CH3:4])([CH3:3])[CH3:2].[H-].[Al+3].[Li+].[H-].[H-].[H-].[OH-].[Na+]. Product: [C:1]([C:5]1[CH:6]=[C:7]([NH:30][S:31]([CH3:34])(=[O:32])=[O:33])[C:8]([O:28][CH3:29])=[C:9]([NH:11][C:12]([C:14]2[N:15]([CH3:27])[C:16]3[C:21]([CH:22]=2)=[CH:20][CH:19]=[CH:18][C:17]=3[CH2:23][OH:24])=[O:13])[CH:10]=1)([CH3:4])([CH3:2])[CH3:3]. The catalyst class is: 54. (5) Reactant: [C:1]1([CH:7]2[CH2:10][CH2:9][NH:8]2)[CH:6]=[CH:5][CH:4]=[CH:3][CH:2]=1.[C:11]1([CH2:17][CH2:18][CH2:19][C:20](Cl)=[O:21])[CH:16]=[CH:15][CH:14]=[CH:13][CH:12]=1.C(N(CC)CC)C. Product: [C:11]1([CH2:17][CH2:18][CH2:19][C:20]([N:8]2[CH2:9][CH2:10][CH:7]2[C:1]2[CH:6]=[CH:5][CH:4]=[CH:3][CH:2]=2)=[O:21])[CH:16]=[CH:15][CH:14]=[CH:13][CH:12]=1. The catalyst class is: 4.